Predict the product of the given reaction. From a dataset of Forward reaction prediction with 1.9M reactions from USPTO patents (1976-2016). (1) Given the reactants [Br:1][C:2]1[CH:3]=[CH:4][C:5]2[NH:6][C:7]3[C:12]([C:13]=2[CH:14]=1)=[CH:11][C:10]([Br:15])=[CH:9][CH:8]=3.[H-].[Na+].[C:18]([O:23][CH3:24])(=[O:22])[CH:19]1[O:21][CH2:20]1, predict the reaction product. The product is: [Br:15][C:10]1[CH:9]=[CH:8][C:7]2[N:6]([CH2:20][CH:19]([OH:21])[C:18]([O:23][CH3:24])=[O:22])[C:5]3[C:13]([C:12]=2[CH:11]=1)=[CH:14][C:2]([Br:1])=[CH:3][CH:4]=3. (2) The product is: [Cl:29][C:30]1[CH:35]=[C:34]([N:21]([C:19]2[C:18]([CH:26]3[CH2:28][CH2:27]3)=[CH:17][C:11]3[C:12]([C:13]([NH:15][CH3:16])=[O:14])=[C:8]([C:5]4[CH:6]=[CH:7][C:2]([Cl:1])=[CH:3][CH:4]=4)[O:9][C:10]=3[CH:20]=2)[S:22]([CH3:25])(=[O:23])=[O:24])[CH:33]=[CH:32][C:31]=1[N+:37]([O-:39])=[O:38]. Given the reactants [Cl:1][C:2]1[CH:7]=[CH:6][C:5]([C:8]2[O:9][C:10]3[CH:20]=[C:19]([NH:21][S:22]([CH3:25])(=[O:24])=[O:23])[C:18]([CH:26]4[CH2:28][CH2:27]4)=[CH:17][C:11]=3[C:12]=2[C:13]([NH:15][CH3:16])=[O:14])=[CH:4][CH:3]=1.[Cl:29][C:30]1[CH:35]=[C:34](F)[CH:33]=[CH:32][C:31]=1[N+:37]([O-:39])=[O:38].C(=O)([O-])[O-].[K+].[K+], predict the reaction product. (3) Given the reactants ClCC1OC2C=CC(C)=CC=2N=1.C(OC(N(CC1C=CC=CN=1)CC1C=CC(CNC2C3N=CC=CC=3CCC2)=CC=1)=O)(C)(C)C.C(N(C(C)C)CC)(C)C.C(OC([N:63]([CH2:94][C:95]1[CH:100]=[CH:99][CH:98]=[CH:97][N:96]=1)[CH2:64][C:65]1[CH:70]=[CH:69][C:68]([CH2:71][N:72]([CH2:83][C:84]2[O:85][C:86]3[CH:92]=[C:91]([CH3:93])[CH:90]=[CH:89][C:87]=3[N:88]=2)[CH:73]2[C:82]3[N:81]=[CH:80][CH:79]=[CH:78][C:77]=3[CH2:76][CH2:75][CH2:74]2)=[CH:67][CH:66]=1)=O)(C)(C)C, predict the reaction product. The product is: [N:96]1[CH:97]=[CH:98][CH:99]=[CH:100][C:95]=1[CH2:94][NH:63][CH2:64][C:65]1[CH:70]=[CH:69][C:68]([CH2:71][N:72]([CH2:83][C:84]2[O:85][C:86]3[CH:92]=[C:91]([CH3:93])[CH:90]=[CH:89][C:87]=3[N:88]=2)[CH:73]2[C:82]3[N:81]=[CH:80][CH:79]=[CH:78][C:77]=3[CH2:76][CH2:75][CH2:74]2)=[CH:67][CH:66]=1. (4) Given the reactants C([O:3][C:4]([C:6]1[C:7]([N:14]([CH3:16])[NH2:15])=[N:8][C:9]([S:12][CH3:13])=[N:10][CH:11]=1)=O)C.[OH-].[K+], predict the reaction product. The product is: [CH3:16][N:14]1[C:7]2=[N:8][C:9]([S:12][CH3:13])=[N:10][CH:11]=[C:6]2[C:4](=[O:3])[NH:15]1.